This data is from Forward reaction prediction with 1.9M reactions from USPTO patents (1976-2016). The task is: Predict the product of the given reaction. (1) The product is: [Cl:1][C:2]1[C:3]2[C:10]([I:11])=[CH:9][N:8]([C@H:12]3[CH2:17][CH2:16][C@@H:15]([N:23]4[CH2:24][CH2:25][N:20]([CH3:19])[CH2:21][CH2:22]4)[CH2:14][CH2:13]3)[C:4]=2[N:5]=[CH:6][N:7]=1.[Cl:1][C:2]1[C:3]2[C:10]([I:11])=[CH:9][N:8]([C@H:12]3[CH2:17][CH2:16][C@H:15]([N:23]4[CH2:24][CH2:25][N:20]([CH3:19])[CH2:21][CH2:22]4)[CH2:14][CH2:13]3)[C:4]=2[N:5]=[CH:6][N:7]=1. Given the reactants [Cl:1][C:2]1[C:3]2[C:10]([I:11])=[CH:9][N:8]([CH:12]3[CH2:17][CH2:16][C:15](=O)[CH2:14][CH2:13]3)[C:4]=2[N:5]=[CH:6][N:7]=1.[CH3:19][N:20]1[CH2:25][CH2:24][NH:23][CH2:22][CH2:21]1.C(O)(=O)C.C(O[BH-](OC(=O)C)OC(=O)C)(=O)C.[Na+].C(=O)(O)[O-].[Na+], predict the reaction product. (2) The product is: [NH2:36][C:13]1[CH:14]=[CH:15][CH:16]=[C:17]2[C:21]=1[NH:20][CH:19]=[CH:18]2. Given the reactants C([Li])CCC.CCCCCC.Br[C:13]1[CH:14]=[CH:15][CH:16]=[C:17]2[C:21]=1[NH:20][CH:19]=[CH:18]2.C1(P([N:36]=[N+]=[N-])(C2C=CC=CC=2)=O)C=CC=CC=1.[H-].COCCO[Al+]OCCOC.[Na+].[H-].C1(C)C=CC=CC=1.P([O-])([O-])([O-])=O, predict the reaction product.